This data is from Peptide-MHC class I binding affinity with 185,985 pairs from IEDB/IMGT. The task is: Regression. Given a peptide amino acid sequence and an MHC pseudo amino acid sequence, predict their binding affinity value. This is MHC class I binding data. The peptide sequence is RQMEGEGVF. The MHC is HLA-A32:01 with pseudo-sequence HLA-A32:01. The binding affinity (normalized) is 0.440.